Dataset: Forward reaction prediction with 1.9M reactions from USPTO patents (1976-2016). Task: Predict the product of the given reaction. (1) Given the reactants Br[C:2]1[CH:3]=[CH:4][C:5]([N:8]2[CH2:13][CH2:12][N:11]([C:14]([O:16][CH2:17][C:18]([O:20][CH2:21][CH3:22])=[O:19])=[O:15])[CH2:10][CH2:9]2)=[N:6][CH:7]=1.[F:23][C:24]([F:35])([F:34])[C:25]1[CH:26]=[C:27](B(O)O)[CH:28]=[CH:29][CH:30]=1, predict the reaction product. The product is: [F:23][C:24]([F:35])([F:34])[C:25]1[CH:30]=[C:29]([C:2]2[CH:3]=[CH:4][C:5]([N:8]3[CH2:13][CH2:12][N:11]([C:14]([O:16][CH2:17][C:18]([O:20][CH2:21][CH3:22])=[O:19])=[O:15])[CH2:10][CH2:9]3)=[N:6][CH:7]=2)[CH:28]=[CH:27][CH:26]=1. (2) Given the reactants [Br:1][C:2]1[CH:8]=[C:7]([O:9][CH3:10])[C:6]([Cl:11])=[CH:5][C:3]=1[NH2:4].[F:12][C:13]([F:24])([F:23])[C:14](O[C:14](=[O:15])[C:13]([F:24])([F:23])[F:12])=[O:15].CO, predict the reaction product. The product is: [Br:1][C:2]1[CH:8]=[C:7]([O:9][CH3:10])[C:6]([Cl:11])=[CH:5][C:3]=1[NH:4][C:14](=[O:15])[C:13]([F:24])([F:23])[F:12]. (3) Given the reactants [F:1][C:2]1[CH:7]=[CH:6][C:5]([C:8]2([C:11]([OH:13])=O)[CH2:10][CH2:9]2)=[CH:4][CH:3]=1.[CH3:14][NH:15][C@H:16]1[CH2:35][N:20]2[C:21]3[C:26]([C:27]([CH2:28][C:29]([O:31]CCC)=[O:30])=[C:19]2[CH2:18][CH2:17]1)=[CH:25][CH:24]=[CH:23][CH:22]=3, predict the reaction product. The product is: [F:1][C:2]1[CH:3]=[CH:4][C:5]([C:8]2([C:11]([N:15]([CH3:14])[C@H:16]3[CH2:35][N:20]4[C:21]5[C:26]([C:27]([CH2:28][C:29]([OH:31])=[O:30])=[C:19]4[CH2:18][CH2:17]3)=[CH:25][CH:24]=[CH:23][CH:22]=5)=[O:13])[CH2:9][CH2:10]2)=[CH:6][CH:7]=1. (4) Given the reactants [CH:1]12[CH2:6][CH:5]1[CH2:4][N:3]([C:7]1[N:12]=[C:11]([NH:13][CH2:14][C:15]3[CH:20]=[CH:19][C:18]([O:21][CH3:22])=[C:17]([Cl:23])[CH:16]=3)[C:10]([C:24](O)=[O:25])=[CH:9][N:8]=1)[CH2:2]2.[N:27]1([CH2:33][CH2:34][NH2:35])[CH2:32][CH2:31][O:30][CH2:29][CH2:28]1.C(N(CC)CC)C.CN(C(ON1N=NC2C=CC=NC1=2)=[N+](C)C)C.F[P-](F)(F)(F)(F)F, predict the reaction product. The product is: [CH:1]12[CH2:6][CH:5]1[CH2:4][N:3]([C:7]1[N:12]=[C:11]([NH:13][CH2:14][C:15]3[CH:20]=[CH:19][C:18]([O:21][CH3:22])=[C:17]([Cl:23])[CH:16]=3)[C:10]([C:24]([NH:35][CH2:34][CH2:33][N:27]3[CH2:32][CH2:31][O:30][CH2:29][CH2:28]3)=[O:25])=[CH:9][N:8]=1)[CH2:2]2. (5) Given the reactants [CH2:1]([C@H:8]1[CH2:12][O:11][C:10](=[O:13])[N:9]1[C:14](=[O:21])[CH2:15][CH2:16][CH2:17][CH2:18][CH2:19][CH3:20])[C:2]1[CH:7]=[CH:6][CH:5]=[CH:4][CH:3]=1.C[Si]([N-][Si](C)(C)C)(C)C.[Li+].[F:32]NS(C1C=CC=CC=1)(=O)=O, predict the reaction product. The product is: [CH2:1]([C@H:8]1[CH2:12][O:11][C:10](=[O:13])[N:9]1[C:14](=[O:21])[CH:15]([F:32])[CH2:16][CH2:17][CH2:18][CH2:19][CH3:20])[C:2]1[CH:3]=[CH:4][CH:5]=[CH:6][CH:7]=1.